From a dataset of Full USPTO retrosynthesis dataset with 1.9M reactions from patents (1976-2016). Predict the reactants needed to synthesize the given product. (1) Given the product [CH3:1][O:2][C:3](=[O:20])[CH2:4][CH2:5][N:6]([CH2:12][C:13]1[CH:14]=[CH:15][C:16]([Cl:19])=[CH:17][CH:18]=1)[CH:7]1[CH2:11][CH2:10][N:9]([CH2:28][CH2:29][CH:30]=[C:31]2[C:37]3[CH:38]=[CH:39][CH:40]=[N:41][C:36]=3[CH2:35][O:34][C:33]3[CH:42]=[CH:43][C:44]([C:46]([OH:49])([CH3:48])[CH3:47])=[CH:45][C:32]2=3)[CH2:8]1, predict the reactants needed to synthesize it. The reactants are: [CH3:1][O:2][C:3](=[O:20])[CH2:4][CH2:5][N:6]([CH2:12][C:13]1[CH:18]=[CH:17][C:16]([Cl:19])=[CH:15][CH:14]=1)[CH:7]1[CH2:11][CH2:10][NH:9][CH2:8]1.C(=O)([O-])[O-].[K+].[K+].Br[CH2:28][CH2:29]/[CH:30]=[C:31]1/[C:32]2[CH:45]=[C:44]([C:46]([OH:49])([CH3:48])[CH3:47])[CH:43]=[CH:42][C:33]=2[O:34][CH2:35][C:36]2[N:41]=[CH:40][CH:39]=[CH:38][C:37]/1=2. (2) Given the product [Cl:19][C:16]1[CH:15]=[C:11]2[C:10](=[CH:18][CH:17]=1)[NH:9][C:2]([C:3]([O:5][CH2:6][CH3:7])=[O:4])=[N:14][C:12]2=[O:13], predict the reactants needed to synthesize it. The reactants are: Cl[C:2](=O)[C:3]([O:5][CH2:6][CH3:7])=[O:4].[NH2:9][C:10]1[CH:18]=[CH:17][C:16]([Cl:19])=[CH:15][C:11]=1[C:12]([NH2:14])=[O:13]. (3) Given the product [CH2:1]([O:3][C:4]([C:6]1[CH:7]=[C:8]2[N:13]([C:14]=1[C:15]1[CH:20]=[CH:19][C:18]([F:21])=[CH:17][CH:16]=1)[CH:12]=[CH:11][C:10]([CH2:22][NH:24][C:25]1[O:29][C:28]([C:30]([OH:37])([C:31]([F:34])([F:32])[F:33])[CH2:35][CH3:36])=[N:27][N:26]=1)=[CH:9]2)=[O:5])[CH3:2], predict the reactants needed to synthesize it. The reactants are: [CH2:1]([O:3][C:4]([C:6]1[CH:7]=[C:8]2[N:13]([C:14]=1[C:15]1[CH:20]=[CH:19][C:18]([F:21])=[CH:17][CH:16]=1)[CH:12]=[CH:11][C:10]([CH:22]=O)=[CH:9]2)=[O:5])[CH3:2].[NH2:24][C:25]1[O:29][C:28]([C:30]([OH:37])([CH2:35][CH3:36])[C:31]([F:34])([F:33])[F:32])=[N:27][N:26]=1.C1(C)C=CC(S([O-])(=O)=O)=CC=1.[NH+]1C=CC=CC=1.[BH4-].[Na+]. (4) Given the product [F:1][C:2]1[CH:3]=[C:4]([C:5]2[O:10][CH2:9][C:8]([CH3:12])([CH3:11])[N:7]=2)[CH:13]=[CH:14][C:15]=1[C:16]([F:19])([F:18])[F:17], predict the reactants needed to synthesize it. The reactants are: [F:1][C:2]1[CH:3]=[C:4]([CH:13]=[CH:14][C:15]=1[C:16]([F:19])([F:18])[F:17])[C:5]([NH:7][C:8]([CH3:12])([CH3:11])[CH2:9][OH:10])=O.S(Cl)(Cl)=O.[OH-].[Na+]. (5) Given the product [NH2:1][C@H:2]1[CH2:7][CH2:6][CH2:5][CH2:4][C@H:3]1[NH:8][C:9]1[N:10]=[N:11][C:12]([C:22]([NH2:24])=[O:23])=[C:13]([NH:15][C:16]2[CH:21]=[CH:20][N:117]=[C:116]3[N:120]([CH3:123])[N:121]=[CH:122][C:17]=23)[N:14]=1, predict the reactants needed to synthesize it. The reactants are: [NH2:1][C@H:2]1[CH2:7][CH2:6][CH2:5][CH2:4][C@H:3]1[NH:8][C:9]1[N:10]=[N:11][C:12]([C:22]([NH2:24])=[O:23])=[C:13]([NH:15][C:16]2[CH:17]=NC=[CH:20][CH:21]=2)[N:14]=1.C1C=CC(P(C2C(C3C(P(C4C=CC=CC=4)C4C=CC=CC=4)=CC=C4C=3C=CC=C4)=C3C(C=CC=C3)=CC=2)C2C=CC=CC=2)=CC=1.CC1(C)C2C(=C(P(C3C=CC=CC=3)C3C=CC=CC=3)C=CC=2)OC2C(P(C3C=CC=CC=3)C3C=CC=CC=3)=CC=CC1=2.IC1C=C[N:117]=[C:116]2[N:120]([CH3:123])[N:121]=[CH:122]C=12.